Dataset: Reaction yield outcomes from USPTO patents with 853,638 reactions. Task: Predict the reaction yield, written as a fraction of the theoretical maximum amount of product (1.0 means a 100% yield; for example, 0.34 means a 34% yield). The reactants are [C:1]([O:5][C:6](=[O:29])[CH2:7][N:8]1[C:13](=[O:14])[CH:12]=[C:11]([NH:15][C:16]2[CH:21]=[CH:20][C:19]([I:22])=[CH:18][C:17]=2[F:23])[C:10]([C:24]([O:26]CC)=[O:25])=[CH:9]1)([CH3:4])([CH3:3])[CH3:2].C([O-])([O-])=O.[K+].[K+]. The catalyst is CCO.Cl. The product is [C:1]([O:5][C:6](=[O:29])[CH2:7][N:8]1[C:13](=[O:14])[CH:12]=[C:11]([NH:15][C:16]2[CH:21]=[CH:20][C:19]([I:22])=[CH:18][C:17]=2[F:23])[C:10]([C:24]([OH:26])=[O:25])=[CH:9]1)([CH3:4])([CH3:2])[CH3:3]. The yield is 0.640.